Dataset: Forward reaction prediction with 1.9M reactions from USPTO patents (1976-2016). Task: Predict the product of the given reaction. (1) Given the reactants [Cl:1][C:2]1[CH:7]=[C:6]([N+:8]([O-:10])=[O:9])[C:5]([CH3:11])=[CH:4][C:3]=1Cl.[NH:13]1[CH2:18][CH2:17][O:16][CH2:15][CH2:14]1.C(OCCOCC)C, predict the reaction product. The product is: [Cl:1][C:2]1[CH:7]=[C:6]([N+:8]([O-:10])=[O:9])[C:5]([CH3:11])=[CH:4][C:3]=1[N:13]1[CH2:18][CH2:17][O:16][CH2:15][CH2:14]1. (2) Given the reactants [CH2:1]([O:3][C:4]([C:6]1[C:11]([NH2:12])=[CH:10][CH:9]=[C:8](Br)[N:7]=1)=[O:5])[CH3:2].[O:14]1[C:18]2([CH2:23][CH2:22][C:21](B3OC(C)(C)C(C)(C)O3)=[CH:20][CH2:19]2)[O:17][CH2:16][CH2:15]1.ClCCl.C(=O)([O-])[O-].[K+].[K+], predict the reaction product. The product is: [NH2:12][C:11]1[C:6]([C:4]([O:3][CH2:1][CH3:2])=[O:5])=[N:7][C:8]([C:21]2[CH2:22][CH2:23][C:18]3([O:17][CH2:16][CH2:15][O:14]3)[CH2:19][CH:20]=2)=[CH:9][CH:10]=1. (3) The product is: [CH:5]1([CH2:11][CH2:12][CH2:13][NH:4][CH2:3][CH2:1][OH:2])[CH2:10][CH2:9][CH2:8][CH2:7][CH2:6]1. Given the reactants [CH2:1]([CH2:3][NH2:4])[OH:2].[CH:5]1([CH2:11][CH2:12][CH:13]=O)[CH2:10][CH2:9][CH2:8][CH2:7][CH2:6]1.C(O[BH-](OC(=O)C)OC(=O)C)(=O)C.[Na+], predict the reaction product.